Predict the product of the given reaction. From a dataset of Forward reaction prediction with 1.9M reactions from USPTO patents (1976-2016). (1) Given the reactants [CH:1]([C:4]1[CH:9]=[CH:8][C:7]([S:10]([NH:13][C:14]2[CH:19]=[CH:18][C:17]([CH:20]3[CH2:23][N:22]([C:24](=O)[CH2:25][CH3:26])[CH2:21]3)=[CH:16][CH:15]=2)(=[O:12])=[O:11])=[CH:6][CH:5]=1)([CH3:3])[CH3:2].C(OCC)(=O)C, predict the reaction product. The product is: [CH:1]([C:4]1[CH:9]=[CH:8][C:7]([S:10]([NH:13][C:14]2[CH:19]=[CH:18][C:17]([CH:20]3[CH2:21][N:22]([CH2:24][CH2:25][CH3:26])[CH2:23]3)=[CH:16][CH:15]=2)(=[O:11])=[O:12])=[CH:6][CH:5]=1)([CH3:3])[CH3:2]. (2) Given the reactants [S:1]([C:5]1[CH:10]=[CH:9][C:8]([S:11](Cl)(=[O:13])=O)=[CH:7][CH:6]=1)(=[O:4])(=[O:3])[NH2:2].N[C:16]1[CH:17]=[CH:18][CH:19]=[C:20]2[C:24]=1[NH:23][CH:22]=[CH:21]2, predict the reaction product. The product is: [NH:23]1[C:24]2[C:20](=[CH:19][CH:18]=[CH:17][C:16]=2[NH:2][S:1]([C:5]2[CH:6]=[CH:7][C:8]([SH:11]=[O:13])=[CH:9][CH:10]=2)(=[O:3])=[O:4])[CH:21]=[CH:22]1. (3) Given the reactants [Br:1][CH:2]1[C:6](=[O:7])[C:5]2[CH:8]=[CH:9][C:10]([O:12][CH2:13][CH2:14][Cl:15])=[CH:11][C:4]=2[O:3]1.FC(F)(F)S(O[Si:22]([C:25]([CH3:28])([CH3:27])[CH3:26])([CH3:24])[CH3:23])(=O)=O, predict the reaction product. The product is: [Br:1][C:2]1[O:3][C:4]2[CH:11]=[C:10]([O:12][CH2:13][CH2:14][Cl:15])[CH:9]=[CH:8][C:5]=2[C:6]=1[O:7][Si:22]([C:25]([CH3:28])([CH3:27])[CH3:26])([CH3:24])[CH3:23]. (4) Given the reactants Cl.[NH2:2][CH:3]1[CH2:8][CH2:7][CH2:6][CH:5]([C:9]([N:11]([CH2:19][C:20]2[CH:25]=[CH:24][CH:23]=[CH:22][CH:21]=2)[CH2:12][C:13]2[CH:18]=[CH:17][CH:16]=[CH:15][CH:14]=2)=O)[CH2:4]1.[H-].[Al+3].[Li+].[H-].[H-].[H-].O.[OH-].[Na+], predict the reaction product. The product is: [CH2:12]([N:11]([CH2:9][CH:5]1[CH2:6][CH2:7][CH2:8][CH:3]([NH2:2])[CH2:4]1)[CH2:19][C:20]1[CH:25]=[CH:24][CH:23]=[CH:22][CH:21]=1)[C:13]1[CH:14]=[CH:15][CH:16]=[CH:17][CH:18]=1.